This data is from Forward reaction prediction with 1.9M reactions from USPTO patents (1976-2016). The task is: Predict the product of the given reaction. (1) Given the reactants [F:1][C:2]1[CH:3]=[C:4]([C:8]2[N:12]([C:13]3[CH:18]=[CH:17][CH:16]=[C:15]([O:19][CH3:20])[CH:14]=3)[N:11]=[C:10]([C:21](O)=[O:22])[CH:9]=2)[CH:5]=[CH:6][CH:7]=1.ClC1C=C(N2C(C3C=C(F)C=C(Cl)C=3)=CC(C([N:47]3[CH2:51][C:50](=[O:52])[NH:49][CH2:48]3)=O)=N2)C=CC=1F, predict the reaction product. The product is: [F:1][C:2]1[CH:3]=[C:4]([C:8]2[N:12]([C:13]3[CH:18]=[CH:17][CH:16]=[C:15]([O:19][CH3:20])[CH:14]=3)[N:11]=[C:10]([C:21]([N:47]3[CH2:51][C:50](=[O:52])[NH:49][CH2:48]3)=[O:22])[CH:9]=2)[CH:5]=[CH:6][CH:7]=1. (2) Given the reactants [F:1][C:2]1[CH:3]=[CH:4][C:5]2=[C:6]([CH:36]=1)[O:7][CH2:8][C:9]1[C:34]([F:35])=[CH:33][CH:32]=[CH:31][C:10]=1/[C:11]/2=[CH:12]\[C:13]1[CH:18]=[CH:17][C:16]([NH:19][C@@H:20]2[CH2:25][CH2:24][N:23]([CH3:26])[CH2:22][C@H:21]2[OH:27])=[C:15]([N+:28]([O-])=O)[CH:14]=1.C(N(CC)CC)C.N1C=CC=CC=1.C1C=CC(O[C:57](OC2C=CC=CC=2)=[N:58][C:59]#[N:60])=CC=1, predict the reaction product. The product is: [F:1][C:2]1[CH:3]=[CH:4][C:5]2=[C:6]([CH:36]=1)[O:7][CH2:8][C:9]1[C:34]([F:35])=[CH:33][CH:32]=[CH:31][C:10]=1/[C:11]/2=[CH:12]\[C:13]1[CH:18]=[CH:17][C:16]2[N:19]([C@@H:20]3[CH2:25][CH2:24][N:23]([CH3:26])[CH2:22][C@H:21]3[OH:27])/[C:57](=[N:58]/[C:59]#[N:60])/[NH:28][C:15]=2[CH:14]=1.